Dataset: Full USPTO retrosynthesis dataset with 1.9M reactions from patents (1976-2016). Task: Predict the reactants needed to synthesize the given product. (1) Given the product [NH2:1][C:2]1[N:3]=[C:4]([N:22]2[C:30]3[C:25](=[N:26][CH:27]=[CH:28][CH:29]=3)[C:24]([CH2:31][C:32]3[CH:37]=[CH:36][CH:35]=[CH:34][C:33]=3[F:38])=[N:23]2)[N:5]=[C:6]2[C:7]=1[N:8]([CH2:13][C:14]1[CH:19]=[CH:18][C:17]([F:20])=[CH:16][CH:15]=1)[C:9](=[O:10])[NH:21]2, predict the reactants needed to synthesize it. The reactants are: [NH2:1][C:2]1[C:7]([N:8]([CH2:13][C:14]2[CH:19]=[CH:18][C:17]([F:20])=[CH:16][CH:15]=2)[C:9](=O)[O:10]C)=[C:6]([NH2:21])[N:5]=[C:4]([N:22]2[C:30]3[C:25](=[N:26][CH:27]=[CH:28][CH:29]=3)[C:24]([CH2:31][C:32]3[CH:37]=[CH:36][CH:35]=[CH:34][C:33]=3[F:38])=[N:23]2)[N:3]=1.[H-].[Na+].C(=O)([O-])O.[Na+]. (2) Given the product [CH3:19][N:16]1[CH2:15][CH2:14][N:13]([C:3]2[C:4]([CH2:11][N:12]3[CH2:24][CH2:23][CH2:22][CH2:21]3)=[CH:5][C:6]([N+:8]([O-:10])=[O:9])=[CH:7][C:2]=2[CH3:1])[CH2:18][CH2:17]1, predict the reactants needed to synthesize it. The reactants are: [CH3:1][C:2]1[C:3]([N:13]2[CH2:18][CH2:17][N:16]([CH3:19])[CH2:15][CH2:14]2)=[C:4]([CH2:11][NH2:12])[CH:5]=[C:6]([N+:8]([O-:10])=[O:9])[CH:7]=1.Br[CH2:21][CH2:22][CH2:23][CH2:24]Br.C([O-])([O-])=O.[K+].[K+]. (3) Given the product [CH2:12]([O:11][C:9](=[O:10])[CH:8]([CH2:7][C:4]1[CH:3]=[CH:2][C:1]([C:27]2[CH:28]=[CH:29][CH:30]=[CH:31][CH:32]=2)=[CH:6][CH:5]=1)[CH2:19][C:20]([OH:22])=[O:21])[C:13]1[CH:14]=[CH:15][CH:16]=[CH:17][CH:18]=1, predict the reactants needed to synthesize it. The reactants are: [C:1]1([C:27]2[CH:32]=[CH:31][CH:30]=[CH:29][CH:28]=2)[CH:6]=[CH:5][C:4]([CH2:7][CH:8]([CH2:19][C:20]([O:22]C(C)(C)C)=[O:21])[C:9]([O:11][CH2:12][C:13]2[CH:18]=[CH:17][CH:16]=[CH:15][CH:14]=2)=[O:10])=[CH:3][CH:2]=1.C(O)(C(F)(F)F)=O. (4) Given the product [F:35][C:11]1[CH:12]=[C:13]([O:17][C@H:18]2[CH2:23][CH2:22][CH2:21][CH2:20][C@@H:19]2[C:24]2[CH:25]=[N:26][NH:27][CH:28]=2)[C:14]([CH3:16])=[CH:15][C:10]=1[S:7]([NH:6][C:36]1[CH:41]=[CH:40][N:39]=[CH:38][N:37]=1)(=[O:8])=[O:9], predict the reactants needed to synthesize it. The reactants are: COC1C=C(OC)C=CC=1C[N:6]([C:36]1[CH:41]=[CH:40][N:39]=[CH:38][N:37]=1)[S:7]([C:10]1[CH:15]=[C:14]([CH3:16])[C:13]([O:17][C@H:18]2[CH2:23][CH2:22][CH2:21][CH2:20][C@@H:19]2[C:24]2[CH:25]=[N:26][N:27](C3CCCCO3)[CH:28]=2)=[CH:12][C:11]=1[F:35])(=[O:9])=[O:8].C([SiH](CC)CC)C.FC(F)(F)C(O)=O.ClCCl. (5) Given the product [N:1]1[C:2]([CH:10]=[N:12][C:13]2[CH:18]=[CH:17][N:16]=[C:15]([O:19][CH3:20])[CH:14]=2)=[CH:3][N:4]2[CH2:9][CH2:8][O:7][CH2:6][C:5]=12, predict the reactants needed to synthesize it. The reactants are: [N:1]1[C:2]([CH:10]=O)=[CH:3][N:4]2[CH2:9][CH2:8][O:7][CH2:6][C:5]=12.[NH2:12][C:13]1[CH:18]=[CH:17][N:16]=[C:15]([O:19][CH3:20])[CH:14]=1. (6) Given the product [O:21]=[C:20]1[C:19]([C:18]([NH2:24])=[O:23])=[CH:7][CH:8]=[C:9]([C:10]([F:15])([F:16])[C:11]([F:12])([F:13])[F:14])[NH:22]1, predict the reactants needed to synthesize it. The reactants are: [Na].C(O[CH:7]=[CH:8][C:9](=O)[C:10]([F:16])([F:15])[C:11]([F:14])([F:13])[F:12])CCC.[C:18]([NH2:24])(=[O:23])[CH2:19][C:20]([NH2:22])=[O:21]. (7) Given the product [Br:1][C:2]1[CH:7]=[C:6]2[C:5]([C:8]([C:18]3[CH:19]=[N:20][CH:21]=[N:22][CH:23]=3)=[N:9][NH:10]2)=[CH:4][CH:3]=1, predict the reactants needed to synthesize it. The reactants are: [Br:1][C:2]1[CH:7]=[CH:6][C:5]([C:8]([C:18]2[CH:19]=[N:20][CH:21]=[N:22][CH:23]=2)=[N:9][NH:10]C(OC(C)(C)C)=O)=[C:4](F)[CH:3]=1.CCCCCCC=CCCC.